Dataset: Full USPTO retrosynthesis dataset with 1.9M reactions from patents (1976-2016). Task: Predict the reactants needed to synthesize the given product. (1) Given the product [Br:14][C:15]1[C:16]([Cl:22])=[C:17]([O:10][CH:8]2[CH2:9][N:3]([CH2:1][CH3:2])[CH2:4][CH2:5][C:6]3[S:13][CH:12]=[CH:11][C:7]2=3)[CH:18]=[CH:19][CH:20]=1, predict the reactants needed to synthesize it. The reactants are: [CH2:1]([N:3]1[CH2:9][CH:8]([OH:10])[C:7]2[CH:11]=[CH:12][S:13][C:6]=2[CH2:5][CH2:4]1)[CH3:2].[Br:14][C:15]1[C:16]([Cl:22])=[C:17](F)[CH:18]=[CH:19][CH:20]=1. (2) Given the product [Cl:34][C:29]1[CH:30]=[CH:31][CH:32]=[CH:33][C:28]=1[C:10]1[C:11]2[N:12]([CH3:27])[C:13](=[O:26])[C:14]([O:17][C:18]3[CH:23]=[CH:22][C:21]([F:24])=[CH:20][C:19]=3[F:25])=[CH:15][C:16]=2[NH:8][N:9]=1, predict the reactants needed to synthesize it. The reactants are: C(OC([N:8]1[C:16]2[CH:15]=[C:14]([O:17][C:18]3[CH:23]=[CH:22][C:21]([F:24])=[CH:20][C:19]=3[F:25])[C:13](=[O:26])[N:12]([CH3:27])[C:11]=2[C:10]([C:28]2[CH:33]=[CH:32][CH:31]=[CH:30][C:29]=2[Cl:34])=[N:9]1)=O)(C)(C)C.C[O-].[Na+]. (3) The reactants are: [CH2:1]([O:3][C:4]([C:6]1[CH:7]=[N:8][C:9]2[C:14]([C:15]=1[C:16]1[CH:21]=[C:20]([CH:22]=[O:23])[CH:19]=[CH:18][C:17]=1[O:24][CH3:25])=[CH:13][CH:12]=[C:11]([C:26]([F:29])([F:28])[F:27])[CH:10]=2)=[O:5])[CH3:2].[BH4-].[Na+]. Given the product [CH2:1]([O:3][C:4]([C:6]1[CH:7]=[N:8][C:9]2[C:14]([C:15]=1[C:16]1[CH:21]=[C:20]([CH2:22][OH:23])[CH:19]=[CH:18][C:17]=1[O:24][CH3:25])=[CH:13][CH:12]=[C:11]([C:26]([F:29])([F:27])[F:28])[CH:10]=2)=[O:5])[CH3:2], predict the reactants needed to synthesize it.